This data is from Reaction yield outcomes from USPTO patents with 853,638 reactions. The task is: Predict the reaction yield, written as a fraction of the theoretical maximum amount of product (1.0 means a 100% yield; for example, 0.34 means a 34% yield). (1) The reactants are [NH:1]([C:5]1[CH:6]=[C:7]([S:11]([NH2:14])(=[O:13])=[O:12])[CH:8]=[CH:9][CH:10]=1)[C:2]([NH2:4])=[S:3].CO[CH:17](OC)[N:18]([CH3:20])[CH3:19]. No catalyst specified. The product is [CH3:17][N:18]([CH:20]=[N:14][S:11]([C:7]1[CH:8]=[CH:9][CH:10]=[C:5]([NH:1][C:2]([N:4]=[CH:17][N:18]([CH3:20])[CH3:19])=[S:3])[CH:6]=1)(=[O:12])=[O:13])[CH3:19]. The yield is 0.820. (2) The reactants are Br[CH2:2][C:3]1[CH:4]=[CH:5][C:6]2[N:7]=[C:8]([Cl:19])[N:9]=[C:10]([N:13]3[CH2:18][CH2:17][O:16][CH2:15][CH2:14]3)[C:11]=2[N:12]=1.[CH3:20][C:21]1([CH3:26])[CH2:25][CH2:24][NH:23][CH2:22]1. No catalyst specified. The product is [Cl:19][C:8]1[N:9]=[C:10]([N:13]2[CH2:18][CH2:17][O:16][CH2:15][CH2:14]2)[C:11]2[N:12]=[C:3]([CH2:2][N:23]3[CH2:24][CH2:25][C:21]([CH3:26])([CH3:20])[CH2:22]3)[CH:4]=[CH:5][C:6]=2[N:7]=1. The yield is 1.00. (3) The reactants are Br[C:2]1[S:6][C:5]([C:7]2[N:11]3[N:12]=[C:13]([CH3:21])[CH:14]=[C:15]([CH:16]([CH2:19][CH3:20])[CH2:17][CH3:18])[C:10]3=[N:9][C:8]=2[CH3:22])=[C:4]([CH3:23])[CH:3]=1.[Br-].[CH2:25]([Zn+])[C:26]1[CH:31]=[CH:30][CH:29]=[CH:28][CH:27]=1.C1COCC1. The catalyst is C1C=CC(P(C2C=CC=CC=2)[C-]2C=CC=C2)=CC=1.C1C=CC(P(C2C=CC=CC=2)[C-]2C=CC=C2)=CC=1.Cl[Pd]Cl.[Fe+2]. The product is [CH2:25]([C:2]1[S:6][C:5]([C:7]2[N:11]3[N:12]=[C:13]([CH3:21])[CH:14]=[C:15]([CH:16]([CH2:19][CH3:20])[CH2:17][CH3:18])[C:10]3=[N:9][C:8]=2[CH3:22])=[C:4]([CH3:23])[CH:3]=1)[C:26]1[CH:31]=[CH:30][CH:29]=[CH:28][CH:27]=1. The yield is 0.200. (4) The reactants are [CH:1]1([C:4]2[NH:8][N:7]=[C:6]([NH:9][C:10]3[CH:15]=[CH:14][N:13]=[C:12]([C:16]4[S:20][C:19]([S:21]([NH2:24])(=[O:23])=[O:22])=[CH:18][CH:17]=4)[N:11]=3)[CH:5]=2)[CH2:3][CH2:2]1.Br[C:26]1N=C(NC2C=C(C3CC3)NN=2)C(C)=CN=1. No catalyst specified. The product is [CH:1]1([C:4]2[NH:8][N:7]=[C:6]([NH:9][C:10]3[C:15]([CH3:26])=[CH:14][N:13]=[C:12]([C:16]4[S:20][C:19]([S:21]([NH2:24])(=[O:22])=[O:23])=[CH:18][CH:17]=4)[N:11]=3)[CH:5]=2)[CH2:3][CH2:2]1. The yield is 0.248. (5) The reactants are [CH3:1][C:2]1[O:6][N:5]=[C:4]([C:7]2[CH:12]=[CH:11][CH:10]=[CH:9][CH:8]=2)[C:3]=1[CH2:13][O:14][C:15]1[CH:23]=[CH:22][C:18]([C:19]([OH:21])=O)=[CH:17][N:16]=1.[NH2:24][CH:25]([CH2:28][OH:29])[CH2:26][OH:27]. No catalyst specified. The product is [OH:27][CH2:26][CH:25]([NH:24][C:19](=[O:21])[C:18]1[CH:22]=[CH:23][C:15]([O:14][CH2:13][C:3]2[C:4]([C:7]3[CH:8]=[CH:9][CH:10]=[CH:11][CH:12]=3)=[N:5][O:6][C:2]=2[CH3:1])=[N:16][CH:17]=1)[CH2:28][OH:29]. The yield is 0.870. (6) The reactants are [N+:1]([C:4]1[CH:9]=[CH:8][CH:7]=[CH:6][C:5]=1[NH:10][C:11]1[CH:18]=[CH:17][CH:16]=[CH:15][C:12]=1[C:13]#[N:14])([O-])=O.O.O.[Sn](Cl)[Cl:22].Cl. The catalyst is C(O)C. The product is [ClH:22].[CH:15]1[C:12]2[C:13]([NH2:14])=[N:1][C:4]3[CH:9]=[CH:8][CH:7]=[CH:6][C:5]=3[NH:10][C:11]=2[CH:18]=[CH:17][CH:16]=1. The yield is 1.00.